From a dataset of NCI-60 drug combinations with 297,098 pairs across 59 cell lines. Regression. Given two drug SMILES strings and cell line genomic features, predict the synergy score measuring deviation from expected non-interaction effect. Drug 1: C1=NC2=C(N=C(N=C2N1C3C(C(C(O3)CO)O)F)Cl)N. Drug 2: CC(C)NC(=O)C1=CC=C(C=C1)CNNC.Cl. Cell line: T-47D. Synergy scores: CSS=-1.78, Synergy_ZIP=2.78, Synergy_Bliss=3.27, Synergy_Loewe=1.95, Synergy_HSA=0.771.